From a dataset of Reaction yield outcomes from USPTO patents with 853,638 reactions. Predict the reaction yield, written as a fraction of the theoretical maximum amount of product (1.0 means a 100% yield; for example, 0.34 means a 34% yield). (1) The reactants are [CH2:1]([O:10][CH2:11][CH:12]([CH2:19][CH3:20])[CH2:13][CH:14]([CH2:17][CH3:18])[CH2:15][OH:16])[CH2:2][CH2:3][CH2:4][CH2:5][CH2:6][CH2:7][CH2:8][CH3:9].CN(C)[C:23]1[CH:28]=[CH:27][CH:26]=[CH:25][CH:24]=1.O1CCCC1.[C:35](Cl)(=[O:45])[CH2:36][CH2:37][CH2:38][CH2:39][CH2:40]CCCC. The catalyst is O. The product is [CH2:1]([O:10][CH2:11][CH:12]([CH2:19][CH3:20])[CH2:13][CH:14]([CH2:17][CH3:18])[CH2:15][O:16][C:35](=[O:45])[CH2:36][CH2:37][CH2:38][CH2:39][CH2:40][CH2:24][CH2:25][CH2:26][CH2:27][CH2:28][CH3:23])[CH2:2][CH2:3][CH2:4][CH2:5][CH2:6][CH2:7][CH2:8][CH3:9]. The yield is 0.430. (2) The product is [O:24]1[C:28]2[CH:29]=[CH:30][C:31]([S:33]([N:13]3[C:14]([C:16]4[CH:17]=[CH:18][CH:19]=[CH:20][CH:21]=4)=[CH:15][C:11]([CH2:10][NH:2][CH3:3])=[CH:12]3)(=[O:35])=[O:34])=[CH:32][C:27]=2[CH2:26][CH2:25]1. The yield is 0.630. The catalyst is CN(C)C=O. The reactants are C[N:2]([CH2:10][C:11]1[CH:15]=[C:14]([C:16]2[CH:21]=[CH:20][CH:19]=[CH:18][CH:17]=2)[NH:13][CH:12]=1)[C:3](=O)OC(C)(C)C.[H-].[Na+].[O:24]1[C:28]2[CH:29]=[CH:30][C:31]([S:33](Cl)(=[O:35])=[O:34])=[CH:32][C:27]=2[CH2:26][CH2:25]1. (3) The reactants are [Cl:1][C:2]1[CH:7]=[CH:6][CH:5]=[C:4]([N+:8]([O-:10])=[O:9])[C:3]=1Cl.[C:12]([O:16][C:17]([N:19]1[CH2:24][CH2:23][NH:22][CH2:21][CH2:20]1)=[O:18])([CH3:15])([CH3:14])[CH3:13].C([O-])([O-])=O.[K+].[K+]. The catalyst is C(#N)C. The product is [C:12]([O:16][C:17]([N:19]1[CH2:24][CH2:23][N:22]([C:3]2[C:4]([N+:8]([O-:10])=[O:9])=[CH:5][CH:6]=[CH:7][C:2]=2[Cl:1])[CH2:21][CH2:20]1)=[O:18])([CH3:15])([CH3:13])[CH3:14]. The yield is 0.700.